Dataset: Forward reaction prediction with 1.9M reactions from USPTO patents (1976-2016). Task: Predict the product of the given reaction. Given the reactants [C:1]1([C:7]2[C:8]3[CH:18]=[CH:17][CH:16]=[CH:15][C:9]=3[NH:10][C:11](=O)[CH2:12][N:13]=2)[CH:6]=[CH:5][CH:4]=[CH:3][CH:2]=1.[H-].[Na+].[NH2:21][CH2:22][CH2:23][CH2:24][N:25]1[CH2:30][CH2:29][CH:28]([C:31]2[CH:32]=[C:33]([NH:37][C:38](=[O:40])[CH3:39])[CH:34]=[CH:35][CH:36]=2)[CH2:27][CH2:26]1, predict the reaction product. The product is: [C:1]1([C:7]2[C:8]3[CH:18]=[CH:17][CH:16]=[CH:15][C:9]=3[N:10]=[C:11]([NH:21][CH2:22][CH2:23][CH2:24][N:25]3[CH2:30][CH2:29][CH:28]([C:31]4[CH:32]=[C:33]([NH:37][C:38](=[O:40])[CH3:39])[CH:34]=[CH:35][CH:36]=4)[CH2:27][CH2:26]3)[CH2:12][N:13]=2)[CH:6]=[CH:5][CH:4]=[CH:3][CH:2]=1.